This data is from Full USPTO retrosynthesis dataset with 1.9M reactions from patents (1976-2016). The task is: Predict the reactants needed to synthesize the given product. The reactants are: [Cl:1][C:2]1[CH:10]=[C:9]2[C:5]([CH:6]=[N:7][N:8]2[CH2:11][CH2:12][CH2:13][C:14]([O:16][CH2:17][CH3:18])=[O:15])=[CH:4][C:3]=1[C:19]#[N:20].Cl.[NH2:22][OH:23].C(=O)(O)[O-].[Na+]. Given the product [Cl:1][C:2]1[CH:10]=[C:9]2[C:5]([CH:6]=[N:7][N:8]2[CH2:11][CH2:12][CH2:13][C:14]([O:16][CH2:17][CH3:18])=[O:15])=[CH:4][C:3]=1[C:19]([NH:22][OH:23])=[NH:20], predict the reactants needed to synthesize it.